This data is from Catalyst prediction with 721,799 reactions and 888 catalyst types from USPTO. The task is: Predict which catalyst facilitates the given reaction. (1) Reactant: [Br:1]Br.[S:3]1[C:7]([C:8]2[CH:13]=[CH:12][N:11]=[C:10]([S:14]([CH3:17])(=[O:16])=[O:15])[N:9]=2)=[CH:6][C:5]2[CH:18]=[CH:19][CH:20]=[CH:21][C:4]1=2. Product: [Br:1][C:6]1[C:5]2[CH:18]=[CH:19][CH:20]=[CH:21][C:4]=2[S:3][C:7]=1[C:8]1[CH:13]=[CH:12][N:11]=[C:10]([S:14]([CH3:17])(=[O:16])=[O:15])[N:9]=1. The catalyst class is: 15. (2) Reactant: [NH2:1][C:2]1[N:7]=[CH:6][C:5]([N:8]([CH3:28])[C:9](=[O:27])[C:10]([C:13]2[CH:18]=[C:17]([C:19]([F:22])([F:21])[F:20])[CH:16]=[C:15]([C:23]([F:26])([F:25])[F:24])[CH:14]=2)([CH3:12])[CH3:11])=[C:4]([C:29]2[CH:34]=[CH:33][CH:32]=[CH:31][C:30]=2[CH3:35])[CH:3]=1.N1C=CC=CC=1.[CH:42]1([C:45](Cl)=[O:46])[CH2:44][CH2:43]1. Product: [F:22][C:19]([F:20])([F:21])[C:17]1[CH:18]=[C:13]([C:10]([CH3:12])([CH3:11])[C:9]([N:8]([CH3:28])[C:5]2[C:4]([C:29]3[CH:34]=[CH:33][CH:32]=[CH:31][C:30]=3[CH3:35])=[CH:3][C:2]([NH:1][C:45]([CH:42]3[CH2:44][CH2:43]3)=[O:46])=[N:7][CH:6]=2)=[O:27])[CH:14]=[C:15]([C:23]([F:26])([F:24])[F:25])[CH:16]=1. The catalyst class is: 4. (3) Reactant: Cl.[Cl:2][C:3]1[C:4]([O:32]COC)=[CH:5][C:6]([O:28]COC)=[C:7]([CH:27]=1)[C:8]([N:10]1[CH2:14][CH2:13][CH2:12][CH:11]1[C:15]1[CH:16]=[C:17]([CH:23]=[CH:24][C:25]=1[CH3:26])[C:18]([NH:20][CH2:21][CH3:22])=[O:19])=[O:9].C([O-])(O)=O.[Na+]. Product: [Cl:2][C:3]1[C:4]([OH:32])=[CH:5][C:6]([OH:28])=[C:7]([CH:27]=1)[C:8]([N:10]1[CH2:14][CH2:13][CH2:12][CH:11]1[C:15]1[CH:16]=[C:17]([CH:23]=[CH:24][C:25]=1[CH3:26])[C:18]([NH:20][CH2:21][CH3:22])=[O:19])=[O:9]. The catalyst class is: 5. (4) Reactant: [F:1][C:2]1[CH:3]=[C:4]([C:9]2[CH:14]=[CH:13][C:12]([O:15][C:16]3[CH:21]=[CH:20][CH:19]=[CH:18][CH:17]=3)=[CH:11][CH:10]=2)[C:5]([NH2:8])=[N:6][CH:7]=1.[H-].[Na+].Cl[CH2:25][CH2:26][S:27](Cl)(=[O:29])=[O:28].O. Product: [F:1][C:2]1[CH:3]=[C:4]([C:9]2[CH:10]=[CH:11][C:12]([O:15][C:16]3[CH:21]=[CH:20][CH:19]=[CH:18][CH:17]=3)=[CH:13][CH:14]=2)[C:5]2[N:6]([CH:7]=1)[CH2:25][CH2:26][S:27](=[O:29])(=[O:28])[N:8]=2. The catalyst class is: 134. (5) Reactant: C(OC([N:8]=[C:9]([NH:40]C(OC(C)(C)C)=O)[NH:10][C:11]1[CH:12]=[C:13]([CH:17]([O:21][P:22]([C@@H:25]([NH:29][S:30]([CH2:33][C:34]2[CH:39]=[CH:38][CH:37]=[CH:36][CH:35]=2)(=[O:32])=[O:31])[CH:26]([CH3:28])[CH3:27])([OH:24])=[O:23])[C:18]([OH:20])=[O:19])[CH:14]=[CH:15][CH:16]=1)=O)(C)(C)C.C(O)(C(F)(F)F)=O. Product: [NH:10]([C:11]1[CH:12]=[C:13]([CH:17]([O:21][P:22]([CH:25]([NH:29][S:30]([CH2:33][C:34]2[CH:39]=[CH:38][CH:37]=[CH:36][CH:35]=2)(=[O:31])=[O:32])[CH:26]([CH3:28])[CH3:27])([OH:24])=[O:23])[C:18]([OH:20])=[O:19])[CH:14]=[CH:15][CH:16]=1)[C:9]([NH2:40])=[NH:8]. The catalyst class is: 2. (6) Reactant: [CH3:1][O-:2].[Na+].F[C:5]1[CH:10]=[C:9]([Br:11])[CH:8]=[C:7]([Cl:12])[CH:6]=1. Product: [Br:11][C:9]1[CH:10]=[C:5]([O:2][CH3:1])[CH:6]=[C:7]([Cl:12])[CH:8]=1. The catalyst class is: 5. (7) Reactant: [Br:1][C:2]1[CH:7]=[CH:6][C:5]([C:8](=[N:22][O:23][CH2:24][CH3:25])[CH:9]2[CH2:14][CH2:13][N:12]([C:15]3([CH3:21])[CH2:20][CH2:19][NH:18][CH2:17][CH2:16]3)[CH2:11][CH2:10]2)=[CH:4][CH:3]=1.[CH3:26][C:27]1[CH:28]=[CH:29][CH:30]=[C:31]2[C:36]=1[N:35]=[CH:34][CH:33]=[C:32]2[C:37](O)=[O:38].CCN(CC)CC.CN(C(ON1N=NC2C=CC=NC1=2)=[N+](C)C)C.F[P-](F)(F)(F)(F)F. Product: [Br:1][C:2]1[CH:7]=[CH:6][C:5]([C:8](=[N:22][O:23][CH2:24][CH3:25])[CH:9]2[CH2:10][CH2:11][N:12]([C:15]3([CH3:21])[CH2:20][CH2:19][N:18]([C:37]([C:32]4[C:31]5[C:36](=[C:27]([CH3:26])[CH:28]=[CH:29][CH:30]=5)[N:35]=[CH:34][CH:33]=4)=[O:38])[CH2:17][CH2:16]3)[CH2:13][CH2:14]2)=[CH:4][CH:3]=1. The catalyst class is: 3. (8) Product: [CH3:17][O:18][CH:2]([C:4]1[NH:8][C:7]2[CH:9]=[CH:10][CH:11]=[CH:12][C:6]=2[N:5]=1)[CH3:3]. Reactant: Cl[CH:2]([C:4]1[NH:8][C:7]2[CH:9]=[CH:10][CH:11]=[CH:12][C:6]=2[N:5]=1)[CH3:3].C[O-].[Na+].C[CH2:17][O:18]C(C)=O. The catalyst class is: 5.